From a dataset of CYP1A2 inhibition data for predicting drug metabolism from PubChem BioAssay. Regression/Classification. Given a drug SMILES string, predict its absorption, distribution, metabolism, or excretion properties. Task type varies by dataset: regression for continuous measurements (e.g., permeability, clearance, half-life) or binary classification for categorical outcomes (e.g., BBB penetration, CYP inhibition). Dataset: cyp1a2_veith. (1) The molecule is Cc1cnc(CNc2ncncc2-c2ccccc2C)cn1. The result is 1 (inhibitor). (2) The compound is CO[C@@H]1COC(=O)[C@@H](CCSC)NC(=O)C/C=C\[C@@H](C)COC(=O)CCC[C@H]1C. The result is 0 (non-inhibitor). (3) The molecule is O=C(O)/C=C\c1cccc([Sb](=O)(O)O)c1. The result is 0 (non-inhibitor). (4) The drug is CCn1nccc1C(=O)Nc1nc2ccccc2n1CCN1CCCCC1. The result is 0 (non-inhibitor). (5) The drug is Cn1c(=O)c(CCc2ccccc2)nc2cnc(N3CCNCC3)nc21. The result is 1 (inhibitor). (6) The molecule is CC(=O)N(O)CCCCCNC(=O)CCC(=O)N(O)CCCCCNC(=O)CCC(=O)N(O)CCCCCN.CS(=O)(=O)O. The result is 0 (non-inhibitor). (7) The molecule is Cc1ccc(C(=O)c2cn[nH]c2-c2cc(Cl)ccc2O)cc1. The result is 1 (inhibitor). (8) The drug is COc1ccc2c(c1)c(CC(=O)O)c(C)n2Cc1ccc(Cl)cc1. The result is 1 (inhibitor). (9) The molecule is Clc1ccccc1-c1cncnc1NCCN1CCOCC1. The result is 1 (inhibitor).